Regression. Given a peptide amino acid sequence and an MHC pseudo amino acid sequence, predict their binding affinity value. This is MHC class II binding data. From a dataset of Peptide-MHC class II binding affinity with 134,281 pairs from IEDB. The peptide sequence is GAMAKKGQEDKLRKA. The MHC is DRB1_1201 with pseudo-sequence DRB1_1201. The binding affinity (normalized) is 0.0276.